This data is from Full USPTO retrosynthesis dataset with 1.9M reactions from patents (1976-2016). The task is: Predict the reactants needed to synthesize the given product. Given the product [O:1]1[C:5]2[CH:6]=[CH:7][C:8]([C:10]3[S:11][CH:12]=[C:13]([C:15]([NH:32][C:30]4[S:31][C:27]5[CH:26]=[C:25]([N:22]6[CH2:21][CH2:20][N:19]([CH3:18])[CH2:24][CH2:23]6)[CH:34]=[CH:33][C:28]=5[N:29]=4)=[O:17])[N:14]=3)=[CH:9][C:4]=2[CH2:3][CH2:2]1, predict the reactants needed to synthesize it. The reactants are: [O:1]1[C:5]2[CH:6]=[CH:7][C:8]([C:10]3[S:11][CH:12]=[C:13]([C:15]([OH:17])=O)[N:14]=3)=[CH:9][C:4]=2[CH2:3][CH2:2]1.[CH3:18][N:19]1[CH2:24][CH2:23][N:22]([C:25]2[CH:34]=[CH:33][C:28]3[N:29]=[C:30]([NH2:32])[S:31][C:27]=3[CH:26]=2)[CH2:21][CH2:20]1.F[P-](F)(F)(F)(F)F.N1(OC(N(C)C)=[N+](C)C)C2C=CC=CC=2N=N1.C(N(CC)C(C)C)(C)C.